This data is from Peptide-MHC class II binding affinity with 134,281 pairs from IEDB. The task is: Regression. Given a peptide amino acid sequence and an MHC pseudo amino acid sequence, predict their binding affinity value. This is MHC class II binding data. The peptide sequence is DGLVRDANNYEQQEQ. The binding affinity (normalized) is 0.362. The MHC is DRB1_0301 with pseudo-sequence DRB1_0301.